This data is from Forward reaction prediction with 1.9M reactions from USPTO patents (1976-2016). The task is: Predict the product of the given reaction. (1) Given the reactants Cl.O.[C:3]1([C:9]2[CH:13]([C:14]3[CH:19]=[CH:18][CH:17]=[CH:16][CH:15]=3)[C:12]([CH3:25])(N3CCCC3)[O:11][N:10]=2)[CH:8]=[CH:7][CH:6]=[CH:5][CH:4]=1, predict the reaction product. The product is: [C:3]1([C:9]2[C:13]([C:14]3[CH:15]=[CH:16][CH:17]=[CH:18][CH:19]=3)=[C:12]([CH3:25])[O:11][N:10]=2)[CH:8]=[CH:7][CH:6]=[CH:5][CH:4]=1. (2) Given the reactants [CH2:1]([O:3][C:4](=[O:32])[CH2:5][N:6]1[C:14]2[CH2:13][CH2:12][CH2:11][C@@H:10]([NH:15][S:16]([C:19]3[CH:24]=[C:23]([C:25]([F:28])([F:27])[F:26])[CH:22]=[C:21]([CH:29]([CH3:31])[CH3:30])[CH:20]=3)(=[O:18])=[O:17])[C:9]=2[CH:8]=[N:7]1)[CH3:2].[CH3:33]I, predict the reaction product. The product is: [CH2:1]([O:3][C:4](=[O:32])[CH2:5][N:6]1[C:14]2[CH2:13][CH2:12][CH2:11][C@@H:10]([N:15]([S:16]([C:19]3[CH:24]=[C:23]([C:25]([F:27])([F:28])[F:26])[CH:22]=[C:21]([CH:29]([CH3:31])[CH3:30])[CH:20]=3)(=[O:18])=[O:17])[CH3:33])[C:9]=2[CH:8]=[N:7]1)[CH3:2]. (3) Given the reactants [Cl:1][CH:2]([Cl:21])[C:3]([NH:5][C@H:6]([CH2:19][F:20])[C@H:7]([OH:18])[C:8]1[CH:13]=[CH:12][C:11]([Sn](C)(C)C)=[CH:10][CH:9]=1)=[O:4].Br[C:23]1[S:27][C:26]([CH2:28][NH:29][C:30](=[O:36])[O:31][C:32]([CH3:35])([CH3:34])[CH3:33])=[N:25][CH:24]=1, predict the reaction product. The product is: [Cl:1][CH:2]([Cl:21])[C:3]([NH:5][C@H:6]([CH2:19][F:20])[C@@H:7]([C:8]1[CH:13]=[CH:12][C:11]([C:23]2[S:27][C:26]([CH2:28][NH:29][C:30](=[O:36])[O:31][C:32]([CH3:34])([CH3:33])[CH3:35])=[N:25][CH:24]=2)=[CH:10][CH:9]=1)[OH:18])=[O:4]. (4) Given the reactants [Br:1][C:2]1[CH:3]=[C:4]([N:8]2[C:16]3[C:11](=[CH:12][C:13]([C:17]4[CH:18]=[N:19][N:20]([CH3:22])[CH:21]=4)=[CH:14][CH:15]=3)[C:10]([C:23]([O:25]C)=[O:24])=[N:9]2)[CH:5]=[CH:6][CH:7]=1.O.[OH-].[Li+], predict the reaction product. The product is: [Br:1][C:2]1[CH:3]=[C:4]([N:8]2[C:16]3[C:11](=[CH:12][C:13]([C:17]4[CH:18]=[N:19][N:20]([CH3:22])[CH:21]=4)=[CH:14][CH:15]=3)[C:10]([C:23]([OH:25])=[O:24])=[N:9]2)[CH:5]=[CH:6][CH:7]=1. (5) Given the reactants CC(C[AlH]CC(C)C)C.C1(C)C=CC=CC=1.C([O:19][C:20](=O)/[CH:21]=[CH:22]/[C:23]1[CH:35]=[CH:34][C:33]2[C:32]3[C:27](=[CH:28][CH:29]=[CH:30][CH:31]=3)[CH2:26][C:25]=2[CH:24]=1)C.[C@H](O)(C([O-])=O)[C@@H](O)C([O-])=O.[Na+].[K+].[OH-].[Na+], predict the reaction product. The product is: [CH:24]1[C:25]2[CH2:26][C:27]3[C:32](=[CH:31][CH:30]=[CH:29][CH:28]=3)[C:33]=2[CH:34]=[CH:35][C:23]=1/[CH:22]=[CH:21]/[CH2:20][OH:19]. (6) Given the reactants [OH:1][CH2:2][CH2:3][CH2:4][C:5]1[CH:12]=[CH:11][CH:10]=[CH:9][C:6]=1[C:7]#[N:8].[H-].[Na+].[CH2:15](Br)[C:16]1[CH:21]=[CH:20][CH:19]=[CH:18][CH:17]=1, predict the reaction product. The product is: [CH2:15]([O:1][CH2:2][CH2:3][CH2:4][C:5]1[CH:12]=[CH:11][CH:10]=[CH:9][C:6]=1[C:7]#[N:8])[C:16]1[CH:21]=[CH:20][CH:19]=[CH:18][CH:17]=1. (7) Given the reactants [CH:1]1([C:4]2[CH:5]=[C:6]([C:13]([O:15]CC)=[O:14])[C:7]3[CH:12]=[N:11][NH:10][C:8]=3[N:9]=2)[CH2:3][CH2:2]1.[H-].[Na+].I[CH2:21][CH3:22].[OH-].[Na+], predict the reaction product. The product is: [CH:1]1([C:4]2[CH:5]=[C:6]([C:13]([OH:15])=[O:14])[C:7]3[CH:12]=[N:11][N:10]([CH2:21][CH3:22])[C:8]=3[N:9]=2)[CH2:2][CH2:3]1.